From a dataset of Catalyst prediction with 721,799 reactions and 888 catalyst types from USPTO. Predict which catalyst facilitates the given reaction. (1) Reactant: [H-].[Na+].[CH2:3]([O:10][CH2:11][CH:12]([O:15][C:16]1[C:17](Cl)=[N:18][C:19]([C:22]([F:25])([F:24])[F:23])=[CH:20][CH:21]=1)[CH2:13][OH:14])[C:4]1[CH:9]=[CH:8][CH:7]=[CH:6][CH:5]=1.C([O-])(O)=O.[Na+]. Product: [CH2:3]([O:10][CH2:11][CH:12]1[CH2:13][O:14][C:17]2=[N:18][C:19]([C:22]([F:25])([F:24])[F:23])=[CH:20][CH:21]=[C:16]2[O:15]1)[C:4]1[CH:9]=[CH:8][CH:7]=[CH:6][CH:5]=1. The catalyst class is: 57. (2) Reactant: [N:1]1S[N:4]=[C:3]2[C:6]([S:10]([NH:13][C:14]3[CH:32]=[C:31]([Br:33])[CH:30]=[CH:29][C:15]=3[C:16]([NH:18][C@@H:19]([C:21]3[CH:26]=[CH:25][C:24]([F:27])=[CH:23][C:22]=3[F:28])[CH3:20])=[O:17])(=[O:12])=[O:11])=[CH:7][CH:8]=[CH:9][C:2]=12.N[C:35]1C=C(Br)C=C[C:36]=1C(N[C@@H](C1C=CC(F)=CC=1F)C)=O.N1SN=C2C(S(Cl)(=O)=O)=CC=CC=12.N1C=CC=CC=1. Product: [Br:33][C:31]1[CH:30]=[CH:29][C:15]([C:16]([NH:18][C@@H:19]([C:21]2[CH:26]=[CH:25][C:24]([F:27])=[CH:23][C:22]=2[F:28])[CH3:20])=[O:17])=[C:14]([NH:13][S:10]([C:6]2[C:3]3[N:4]=[CH:35][CH:36]=[N:1][C:2]=3[CH:9]=[CH:8][CH:7]=2)(=[O:12])=[O:11])[CH:32]=1. The catalyst class is: 2. (3) Reactant: [F:1][C:2]1[CH:33]=[CH:32][C:5]([CH2:6][CH2:7][C:8]2[CH:17]=[CH:16][C:15]([O:18][CH:19]([C:27]3[S:28][CH:29]=[CH:30][N:31]=3)[CH2:20][C:21]3[N:25]([CH3:26])[CH:24]=[N:23][CH:22]=3)=[CH:14][C:9]=2[C:10]([O:12]C)=[O:11])=[CH:4][CH:3]=1.[OH-].[Na+]. Product: [F:1][C:2]1[CH:33]=[CH:32][C:5]([CH2:6][CH2:7][C:8]2[CH:17]=[CH:16][C:15]([O:18][CH:19]([C:27]3[S:28][CH:29]=[CH:30][N:31]=3)[CH2:20][C:21]3[N:25]([CH3:26])[CH:24]=[N:23][CH:22]=3)=[CH:14][C:9]=2[C:10]([OH:12])=[O:11])=[CH:4][CH:3]=1. The catalyst class is: 24.